Dataset: hERG potassium channel inhibition data for cardiac toxicity prediction from Karim et al.. Task: Regression/Classification. Given a drug SMILES string, predict its toxicity properties. Task type varies by dataset: regression for continuous values (e.g., LD50, hERG inhibition percentage) or binary classification for toxic/non-toxic outcomes (e.g., AMES mutagenicity, cardiotoxicity, hepatotoxicity). Dataset: herg_karim. (1) The compound is CCC(=O)C(C[C@@H](C)[NH+](C)C)(c1ccccc1)c1ccccc1. The result is 1 (blocker). (2) The compound is CCn1cc([C@@]2(c3nn(CC4CC4)c(=O)o3)N[C@@H](c3nc(-c4ccc(F)cn4)c[nH]3)Cc3c2[nH]c2ccccc32)cn1. The result is 1 (blocker). (3) The compound is CN(C)CCCn1nc(C2=C(c3cn(-c4ccc5ccccc5c4)c4ccccc34)C(=O)NC2=O)c2ccccc21. The result is 1 (blocker). (4) The molecule is CN(C)CCN1C2CCC1CC(OC(c1ccc(F)cc1)c1ccc(F)cc1)C2. The result is 1 (blocker). (5) The compound is O=C(CNC(=O)c1cccc(C(F)(F)F)c1)N[C@@H]1CCN([C@H]2CC[C@@](O)(c3cnccn3)CC2)C1. The result is 1 (blocker). (6) The compound is O=C1OC2(CCC(c3nc4ccc(OC(F)(F)F)cc4[nH]3)CC2)CN1c1ccccc1F. The result is 1 (blocker). (7) The molecule is CC1CCN(CCCOc2ccc(=O)n(-c3ccc(F)c(Cl)c3)n2)CC1. The result is 1 (blocker). (8) The compound is N=C(c1ccc(C(=O)Nc2ccc(Cl)cc2C(=O)Nc2ccc(Cl)cn2)cc1)N1CCCC(C(=O)O)C1. The result is 0 (non-blocker).